This data is from Full USPTO retrosynthesis dataset with 1.9M reactions from patents (1976-2016). The task is: Predict the reactants needed to synthesize the given product. (1) Given the product [OH:1][C:2]([C:5]1[CH:6]=[C:7]([CH:10]=[CH:11][N:12]=1)[CH:8]=[O:26])([CH3:4])[CH3:3], predict the reactants needed to synthesize it. The reactants are: [OH:1][C:2]([C:5]1[CH:6]=[C:7]([CH:10]=[CH:11][N:12]=1)[C:8]#N)([CH3:4])[CH3:3].[H-].C([Al+]CC(C)C)C(C)C.CO.C(C(C(C([O-])=O)O)O)([O-])=[O:26].[Na+].[Na+]. (2) Given the product [CH3:1][O:2][C:3]1[CH:8]=[C:7]([O:9][CH3:10])[CH:6]=[CH:5][C:4]=1[CH2:11][N:12]1[C:17]([OH:18])=[C:16]([C:19]([NH:61][CH2:43][C:44]([OH:46])=[O:45])=[O:20])[C:15](=[O:24])[N:14]([CH2:25][C:26]2[CH:27]=[CH:28][CH:29]=[CH:30][CH:31]=2)[C:13]1=[O:32], predict the reactants needed to synthesize it. The reactants are: [CH3:1][O:2][C:3]1[CH:8]=[C:7]([O:9][CH3:10])[CH:6]=[CH:5][C:4]=1[CH2:11][N:12]1[C:17]([OH:18])=[C:16]([C:19](OCC)=[O:20])[C:15](=[O:24])[N:14]([CH2:25][C:26]2[CH:31]=[CH:30][CH:29]=[CH:28][CH:27]=2)[C:13]1=[O:32].C1(CNC([CH:43](C(OCC)=O)[C:44]([O:46]CC)=[O:45])=O)C=CC=CC=1.[H-].[Na+].COC1C=C(OC)C=CC=1C[N:61]=C=O.Cl.